From a dataset of Full USPTO retrosynthesis dataset with 1.9M reactions from patents (1976-2016). Predict the reactants needed to synthesize the given product. (1) Given the product [CH3:26][O:22][CH:21]1[C:20]2[C:13]3[C:14]([NH:18][CH:19]=2)=[N:15][CH:16]=[CH:17][C:12]=3[C:10]2[C:9]1=[N:8][N:7]([CH:2]1[CH2:3][CH2:4][CH2:5][CH2:6][O:1]1)[CH:11]=2, predict the reactants needed to synthesize it. The reactants are: [O:1]1[CH2:6][CH2:5][CH2:4][CH2:3][CH:2]1[N:7]1[CH:11]=[C:10]([C:12]2[CH:17]=[CH:16][N:15]=[C:14]3[NH:18][CH:19]=[CH:20][C:13]=23)[C:9]([CH:21]=[O:22])=[N:8]1.[OH-].[K+].Cl.[CH3:26]O. (2) Given the product [Br:9][C:6]1[S:5][C:4]([CH2:3][NH:2][CH:15]=[O:16])=[N:8][CH:7]=1, predict the reactants needed to synthesize it. The reactants are: Cl.[NH2:2][CH2:3][C:4]1[S:5][C:6]([Br:9])=[CH:7][N:8]=1.CO.C[O-].[Na+].[CH:15](O)=[O:16]. (3) Given the product [NH2:7][CH2:8][C:9]1[CH:10]=[CH:11][C:12]([C:15]([N:17]2[CH2:23][C:22]3([CH3:25])[CH2:24][CH:18]2[CH2:19][C:20]([CH3:27])([CH3:26])[CH2:21]3)=[O:16])=[CH:13][CH:14]=1, predict the reactants needed to synthesize it. The reactants are: C(OC(=O)[NH:7][CH2:8][C:9]1[CH:14]=[CH:13][C:12]([C:15]([N:17]2[CH2:23][C:22]3([CH3:25])[CH2:24][CH:18]2[CH2:19][C:20]([CH3:27])([CH3:26])[CH2:21]3)=[O:16])=[CH:11][CH:10]=1)(C)(C)C.C(O)(C(F)(F)F)=O. (4) The reactants are: [Cl:1][CH2:2][CH2:3][CH2:4][CH2:5][CH2:6][CH2:7][OH:8].C1(C)C=CC(S(O)(=O)=O)=CC=1.[O:20]1[CH:25]=[CH:24][CH2:23][CH2:22][CH2:21]1. Given the product [Cl:1][CH2:2][CH2:3][CH2:4][CH2:5][CH2:6][CH2:7][O:8][CH:21]1[CH2:22][CH2:23][CH2:24][CH2:25][O:20]1, predict the reactants needed to synthesize it. (5) The reactants are: [F:1][C:2]1[C:7]([F:8])=[C:6](F)[N:5]=[CH:4][N:3]=1.[CH2:10]([OH:14])[C:11]#[C:12][CH3:13].C(N(CC)CC)C. Given the product [CH2:10]([O:14][C:6]1[C:7]([F:8])=[C:2]([F:1])[N:3]=[CH:4][N:5]=1)[C:11]#[C:12][CH3:13], predict the reactants needed to synthesize it. (6) Given the product [F:39][C:33]1[CH:34]=[CH:35][C:36]([CH3:38])=[CH:37][C:32]=1[NH:31][C:29]([NH:28][C:25]1[CH:24]=[CH:23][C:22]([O:21][C:19]2[CH:18]=[CH:17][N:16]=[C:15]([C:13]3[NH:12][CH:11]=[C:10]([C:8]([NH:7][CH2:6][CH2:5][CH:4]=[O:3])=[O:9])[CH:14]=3)[CH:20]=2)=[CH:27][CH:26]=1)=[O:30], predict the reactants needed to synthesize it. The reactants are: C([O:3][CH:4](OCC)[CH2:5][CH2:6][NH:7][C:8]([C:10]1[CH:14]=[C:13]([C:15]2[CH:20]=[C:19]([O:21][C:22]3[CH:27]=[CH:26][C:25]([NH:28][C:29]([NH:31][C:32]4[CH:37]=[C:36]([CH3:38])[CH:35]=[CH:34][C:33]=4[F:39])=[O:30])=[CH:24][CH:23]=3)[CH:18]=[CH:17][N:16]=2)[NH:12][CH:11]=1)=[O:9])C.Cl.O. (7) Given the product [Cl:1][C:2]1[N:7]=[CH:6][C:5]([N:8]2[CH2:9][CH2:10][N:11]([CH2:14][C:15]([CH3:17])([OH:18])[CH3:16])[CH2:12][CH2:13]2)=[CH:4][CH:3]=1, predict the reactants needed to synthesize it. The reactants are: [Cl:1][C:2]1[N:7]=[CH:6][C:5]([N:8]2[CH2:13][CH2:12][NH:11][CH2:10][CH2:9]2)=[CH:4][CH:3]=1.[CH3:14][C:15]1([O:18][CH2:17]1)[CH3:16]. (8) Given the product [NH2:9][C:4]1[C:5]([CH3:8])=[N:6][CH:7]=[C:2]([Cl:1])[C:3]=1[CH:10]=[O:11], predict the reactants needed to synthesize it. The reactants are: [Cl:1][C:2]1[C:3]([CH:10](OC)[O:11]C)=[C:4]([NH2:9])[C:5]([CH3:8])=[N:6][CH:7]=1.Cl.C(=O)([O-])O.[Na+]. (9) Given the product [Cl:26][C:21]1[CH:20]=[C:19]([CH:24]=[CH:23][C:22]=1[F:25])[C:18]([NH:17][C@H:14]1[CH2:13][CH2:12][C@@H:11]([NH:10][C:2]2[CH:3]=[CH:4][C:5]([CH3:9])=[C:6]([CH3:8])[N:7]=2)[CH2:16][CH2:15]1)=[O:27], predict the reactants needed to synthesize it. The reactants are: Cl[C:2]1[N:7]=[C:6]([CH3:8])[C:5]([CH3:9])=[CH:4][CH:3]=1.[NH2:10][C@@H:11]1[CH2:16][CH2:15][C@H:14]([NH:17][C:18](=[O:27])[C:19]2[CH:24]=[CH:23][C:22]([F:25])=[C:21]([Cl:26])[CH:20]=2)[CH2:13][CH2:12]1.C(O)CCC.C([O-])(O)=O.[Na+]. (10) Given the product [N:46]1([CH2:52][CH2:53][O:25][C:24](=[O:26])[CH2:23][NH:22][C:20]2[CH:19]=[CH:18][CH:17]=[C:16]([CH:15]([S:12]([C:7]3[CH:8]=[CH:9][CH:10]=[CH:11][N:6]=3)(=[O:14])=[O:13])[NH:27][CH2:28][C:29]3[CH:34]=[CH:33][C:32]([C:35]4[S:36][CH:37]=[CH:38][N:39]=4)=[CH:31][CH:30]=3)[N:21]=2)[CH2:51][CH2:50][O:49][CH2:48][CH2:47]1, predict the reactants needed to synthesize it. The reactants are: CN(C)C=O.[N:6]1[CH:11]=[CH:10][CH:9]=[CH:8][C:7]=1[S:12]([CH:15]([NH:27][CH2:28][C:29]1[CH:34]=[CH:33][C:32]([C:35]2[S:36][CH:37]=[CH:38][N:39]=2)=[CH:31][CH:30]=1)[C:16]1[N:21]=[C:20]([NH:22][CH2:23][C:24]([OH:26])=[O:25])[CH:19]=[CH:18][CH:17]=1)(=[O:14])=[O:13].C(=O)([O-])[O-].[K+].[K+].[N:46]1([CH2:52][CH2:53]CS([O-])(=O)=O)[CH2:51][CH2:50][O:49][CH2:48][CH2:47]1.